This data is from Reaction yield outcomes from USPTO patents with 853,638 reactions. The task is: Predict the reaction yield, written as a fraction of the theoretical maximum amount of product (1.0 means a 100% yield; for example, 0.34 means a 34% yield). (1) The reactants are [CH3:1][O:2][C:3]1[CH:8]=[CH:7][CH:6]=[CH:5][C:4]=1CC(NC1C=CC(C2C3C=CC4C(=CC=CC=4)C=3NC(=O)CN=2)=CC=1)=O.COC1C=CC(C[N:42]2[C:48]3[C:49]4[C:54]([CH:55]=[CH:56][C:47]=3[C:46]([C:57]3[CH:62]=[CH:61][C:60]([N:63]5[C:67]([CH2:68]CC6C=CC=CN=6)=[N:66][N:65]=[N:64]5)=[CH:59][CH:58]=3)=[N:45][CH2:44][C:43]2=[O:76])=[CH:53][CH:52]=[CH:51][CH:50]=4)=CC=1. No catalyst specified. The product is [CH3:1][O:2][C:3]1[CH:8]=[CH:7][CH:6]=[CH:5][C:4]=1[CH2:68][C:67]1[N:63]([C:60]2[CH:61]=[CH:62][C:57]([C:46]3[C:47]4[CH:56]=[CH:55][C:54]5[C:49](=[CH:50][CH:51]=[CH:52][CH:53]=5)[C:48]=4[NH:42][C:43](=[O:76])[CH2:44][N:45]=3)=[CH:58][CH:59]=2)[N:64]=[N:65][N:66]=1. The yield is 0.0200. (2) The reactants are COC(C1C=C(O)C2C(=C(N)C=CC=2)N=1)=O.C[O:18][C:19]([C:21]1[CH:30]=[C:29]([NH2:31])[C:28]2[C:23](=[C:24]([OH:32])[CH:25]=[CH:26][CH:27]=2)[N:22]=1)=[O:20]. No catalyst specified. The product is [NH2:31][C:29]1[C:28]2[C:23](=[C:24]([OH:32])[CH:25]=[CH:26][CH:27]=2)[N:22]=[C:21]([C:19]([OH:20])=[O:18])[CH:30]=1. The yield is 0.480.